This data is from Peptide-MHC class I binding affinity with 185,985 pairs from IEDB/IMGT. The task is: Regression. Given a peptide amino acid sequence and an MHC pseudo amino acid sequence, predict their binding affinity value. This is MHC class I binding data. (1) The peptide sequence is VAVSFVTLI. The MHC is HLA-B51:01 with pseudo-sequence HLA-B51:01. The binding affinity (normalized) is 0.439. (2) The peptide sequence is SVDAMIHKTY. The MHC is Mamu-B01 with pseudo-sequence Mamu-B01. The binding affinity (normalized) is 0.145. (3) The peptide sequence is KLTKDRKML. The MHC is HLA-A68:02 with pseudo-sequence HLA-A68:02. The binding affinity (normalized) is 0. (4) The peptide sequence is RELVRKTRF. The MHC is HLA-A30:01 with pseudo-sequence HLA-A30:01. The binding affinity (normalized) is 0.0847. (5) The peptide sequence is RIARFHRPY. The MHC is HLA-B39:01 with pseudo-sequence HLA-B39:01. The binding affinity (normalized) is 0.0847.